This data is from Reaction yield outcomes from USPTO patents with 853,638 reactions. The task is: Predict the reaction yield, written as a fraction of the theoretical maximum amount of product (1.0 means a 100% yield; for example, 0.34 means a 34% yield). (1) The reactants are [CH:1]12[NH:7][CH:4]([CH2:5][CH2:6]1)[CH2:3][CH:2]2[C:8]([O:10][CH2:11][CH3:12])=[O:9].C(N(CC)CC)C.Cl[C:21]([O:23][CH2:24][C:25]1[CH:30]=[CH:29][CH:28]=[CH:27][CH:26]=1)=[O:22].C(OCC)(=O)C.CCCCCC. The catalyst is ClCCl. The product is [CH:1]12[N:7]([C:21]([O:23][CH2:24][C:25]3[CH:30]=[CH:29][CH:28]=[CH:27][CH:26]=3)=[O:22])[CH:4]([CH2:5][CH2:6]1)[CH2:3][CH:2]2[C:8]([O:10][CH2:11][CH3:12])=[O:9]. The yield is 0.580. (2) The reactants are C(=O)([O-])[O-].[K+].[K+].CN(C)C=O.[C:12]([CH:16]1[CH2:21][CH2:20][CH:19]([O:22][C:23]2[CH:32]=[CH:31][C:30]3[C:25](=[CH:26][CH:27]=[C:28]([CH:33]([N+:35]([O-:37])=[O:36])[CH3:34])[CH:29]=3)[CH:24]=2)[CH2:18][CH2:17]1)([CH3:15])([CH3:14])[CH3:13].[C:38]([O:42][CH3:43])(=[O:41])[CH:39]=[CH2:40].[Cl-].[NH4+]. The catalyst is S([O-])(O)(=O)=O.C([N+](CCCC)(CCCC)CCCC)CCC.C(OC(=O)C)C.O. The product is [C:12]([C@H:16]1[CH2:21][CH2:20][C@H:19]([O:22][C:23]2[CH:24]=[C:25]3[C:30](=[CH:31][CH:32]=2)[CH:29]=[C:28]([C:33]([N+:35]([O-:37])=[O:36])([CH3:34])[CH2:40][CH2:39][C:38]([O:42][CH3:43])=[O:41])[CH:27]=[CH:26]3)[CH2:18][CH2:17]1)([CH3:13])([CH3:14])[CH3:15]. The yield is 0.720. (3) The yield is 0.850. The product is [CH3:35][C:30]1([CH3:36])[C:31]([CH3:34])([CH3:33])[O:32][B:28]([C:2]2[CH:7]=[CH:6][C:5]([C:8]3[NH:12][C:11]([C@@H:13]4[CH2:17][CH2:16][CH2:15][N:14]4[C:18]([O:20][CH2:21][C:22]4[CH:27]=[CH:26][CH:25]=[CH:24][CH:23]=4)=[O:19])=[N:10][CH:9]=3)=[CH:4][CH:3]=2)[O:29]1. The catalyst is O1CCOCC1.CN(C=O)C.O.C1C=CC(P(C2C=CC=CC=2)[C-]2C=CC=C2)=CC=1.C1C=CC(P(C2C=CC=CC=2)[C-]2C=CC=C2)=CC=1.Cl[Pd]Cl.[Fe+2]. The reactants are Br[C:2]1[CH:7]=[CH:6][C:5]([C:8]2[NH:12][C:11]([C@@H:13]3[CH2:17][CH2:16][CH2:15][N:14]3[C:18]([O:20][CH2:21][C:22]3[CH:27]=[CH:26][CH:25]=[CH:24][CH:23]=3)=[O:19])=[N:10][CH:9]=2)=[CH:4][CH:3]=1.[B:28]1([B:28]2[O:32][C:31]([CH3:34])([CH3:33])[C:30]([CH3:36])([CH3:35])[O:29]2)[O:32][C:31]([CH3:34])([CH3:33])[C:30]([CH3:36])([CH3:35])[O:29]1.C([O-])(=O)C.[K+]. (4) The reactants are [NH2:1][C:2]([NH2:4])=[O:3].CC[O-].[Na+].[Na].C([O:12][CH:13]=[C:14]([C:20](OCC)=O)[C:15]([O:17][CH2:18][CH3:19])=[O:16])C. The catalyst is CCO. The product is [O:3]=[C:2]1[NH:4][C:13](=[O:12])[C:14]([C:15]([O:17][CH2:18][CH3:19])=[O:16])=[CH:20][NH:1]1. The yield is 0.230. (5) The reactants are C(Cl)CCl.Cl.[O:6]=[C:7]1[NH:16][C:15]2[N:14]=[CH:13][C:12](/[CH:17]=[CH:18]/[C:19]([OH:21])=O)=[CH:11][C:10]=2[CH2:9][CH2:8]1.[CH2:22]([N:24]1[C:32]2[C:27](=[CH:28][CH:29]=[CH:30][CH:31]=2)[C:26]([CH2:33][NH:34][CH3:35])=[CH:25]1)[CH3:23].C1C=CC2N([OH:45])N=NC=2C=1.O.C(N(C(C)C)CC)(C)C. The catalyst is CN(C=O)C. The product is [OH:45][CH2:23][CH2:22][N:24]1[C:32]2[C:27](=[CH:28][CH:29]=[CH:30][CH:31]=2)[C:26]([CH2:33][N:34]([CH3:35])[C:19](=[O:21])/[CH:18]=[CH:17]/[C:12]2[CH:13]=[N:14][C:15]3[NH:16][C:7](=[O:6])[CH2:8][CH2:9][C:10]=3[CH:11]=2)=[CH:25]1. The yield is 0.610. (6) The reactants are Cl[C:2]1[CH:11]=[CH:10][N:9]=[C:8]2[C:3]=1[C:4]1[CH:16]=[CH:15][CH:14]=[CH:13][C:5]=1[C:6](=[O:12])[NH:7]2.[F:17][C:18]1[CH:19]=[C:20]([CH:22]=[CH:23][CH:24]=1)[NH2:21]. No catalyst specified. The product is [F:17][C:18]1[CH:19]=[C:20]([NH:21][C:2]2[CH:11]=[CH:10][N:9]=[C:8]3[C:3]=2[C:4]2[CH:16]=[CH:15][CH:14]=[CH:13][C:5]=2[C:6](=[O:12])[NH:7]3)[CH:22]=[CH:23][CH:24]=1. The yield is 0.650. (7) The reactants are [OH:1][C:2]1[C:11]2[C:6](=[CH:7][CH:8]=[CH:9][CH:10]=2)[N:5]=[CH:4][C:3]=1[C:12]([OH:14])=O.CN(C(ON1N=NC2C=CC=CC1=2)=[N+](C)C)C.F[P-](F)(F)(F)(F)F.CCN(C(C)C)C(C)C.[CH3:48][C:49]1[CH:54]=[CH:53][C:52]([N+:55]([O-])=O)=[CH:51][C:50]=1[NH2:58].O.O.Cl[Sn]Cl.C([O-])(O)=O.[Na+]. The catalyst is C1COCC1. The product is [NH2:55][C:52]1[CH:53]=[CH:54][C:49]([CH3:48])=[C:50]([NH:58][C:12]([C:3]2[C:2](=[O:1])[C:11]3[C:6](=[CH:7][CH:8]=[CH:9][CH:10]=3)[NH:5][CH:4]=2)=[O:14])[CH:51]=1. The yield is 0.0800. (8) The reactants are [CH3:1][O:2][C:3]1[CH:8]=[C:7]([N:9]2[CH2:14][CH2:13][N:12]([CH3:15])[CH2:11][CH2:10]2)[CH:6]=[CH:5][C:4]=1[NH2:16].[CH2:17]([O:19][C:20]([C:22]1[CH:26]=[C:25]([C:27]2[CH:32]=[CH:31][N:30]=[C:29](I)[N:28]=2)[N:24]([CH3:34])[CH:23]=1)=[O:21])[CH3:18].C(=O)([O-])[O-].[K+].[K+]. The catalyst is CN(C)C=O.C([O-])(=O)C.[Pd+2].C([O-])(=O)C. The product is [CH2:17]([O:19][C:20]([C:22]1[CH:26]=[C:25]([C:27]2[CH:32]=[CH:31][N:30]=[C:29]([NH:16][C:4]3[CH:5]=[CH:6][C:7]([N:9]4[CH2:10][CH2:11][N:12]([CH3:15])[CH2:13][CH2:14]4)=[CH:8][C:3]=3[O:2][CH3:1])[N:28]=2)[N:24]([CH3:34])[CH:23]=1)=[O:21])[CH3:18]. The yield is 0.260. (9) The yield is 0.770. The product is [C:53]([OH:60])(=[O:59])/[CH:54]=[CH:55]/[C:56]([OH:58])=[O:57].[F:52][C:2]1([F:1])[CH2:3][CH2:4][CH:5]([C:8]2[C:17]3[C@@H:16]([OH:18])[CH2:15][C:14]([CH3:19])([CH3:20])[CH2:13][C:12]=3[N:11]=[C:10]([CH:21]3[CH2:22][CH2:23][N:24]([C:27]4[N:32]=[CH:31][C:30]([O:33][CH2:34][CH2:35][C:36]([OH:39])([CH3:37])[CH3:38])=[CH:29][N:28]=4)[CH2:25][CH2:26]3)[C:9]=2[C@@H:40]([F:51])[C:41]2[CH:46]=[CH:45][C:44]([C:47]([F:48])([F:50])[F:49])=[CH:43][CH:42]=2)[CH2:6][CH2:7]1.[F:52][C:2]1([F:1])[CH2:3][CH2:4][CH:5]([C:8]2[C:17]3[C@@H:16]([OH:18])[CH2:15][C:14]([CH3:19])([CH3:20])[CH2:13][C:12]=3[N:11]=[C:10]([CH:21]3[CH2:22][CH2:23][N:24]([C:27]4[N:32]=[CH:31][C:30]([O:33][CH2:34][CH2:35][C:36]([CH3:37])([OH:39])[CH3:38])=[CH:29][N:28]=4)[CH2:25][CH2:26]3)[C:9]=2[C@H:40]([C:41]2[CH:42]=[CH:43][C:44]([C:47]([F:48])([F:49])[F:50])=[CH:45][CH:46]=2)[F:51])[CH2:6][CH2:7]1. The catalyst is O. The reactants are [F:1][C:2]1([F:52])[CH2:7][CH2:6][CH:5]([C:8]2[C:17]3[C@@H:16]([OH:18])[CH2:15][C:14]([CH3:20])([CH3:19])[CH2:13][C:12]=3[N:11]=[C:10]([CH:21]3[CH2:26][CH2:25][N:24]([C:27]4[N:32]=[CH:31][C:30]([O:33][CH2:34][CH2:35][C:36]([OH:39])([CH3:38])[CH3:37])=[CH:29][N:28]=4)[CH2:23][CH2:22]3)[C:9]=2[C@@H:40]([F:51])[C:41]2[CH:46]=[CH:45][C:44]([C:47]([F:50])([F:49])[F:48])=[CH:43][CH:42]=2)[CH2:4][CH2:3]1.[C:53]([OH:60])(=[O:59])/[CH:54]=[CH:55]/[C:56]([OH:58])=[O:57].CC(C)=O. (10) The reactants are [S:1]1[CH2:6][CH:5]=[C:4]([C:7]2[S:8][C:9]([C:12]3[CH:13]=[C:14]([NH:19][C:20]4[N:25]=[C:24]([C:26]([F:29])([F:28])[F:27])[CH:23]=[CH:22][N:21]=4)[CH:15]=[C:16]([CH3:18])[CH:17]=3)=[CH:10][N:11]=2)[CH2:3][CH2:2]1. The catalyst is CCOC(C)=O.[Pd]. The product is [CH3:18][C:16]1[CH:15]=[C:14]([NH:19][C:20]2[N:25]=[C:24]([C:26]([F:29])([F:27])[F:28])[CH:23]=[CH:22][N:21]=2)[CH:13]=[C:12]([C:9]2[S:8][C:7]([CH:4]3[CH2:3][CH2:2][S:1][CH2:6][CH2:5]3)=[N:11][CH:10]=2)[CH:17]=1. The yield is 0.480.